Dataset: Peptide-MHC class I binding affinity with 185,985 pairs from IEDB/IMGT. Task: Regression. Given a peptide amino acid sequence and an MHC pseudo amino acid sequence, predict their binding affinity value. This is MHC class I binding data. The peptide sequence is AETESATLF. The MHC is HLA-B40:01 with pseudo-sequence HLA-B40:01. The binding affinity (normalized) is 0.945.